Dataset: Full USPTO retrosynthesis dataset with 1.9M reactions from patents (1976-2016). Task: Predict the reactants needed to synthesize the given product. (1) Given the product [CH2:15]([C:6]1[CH:7]=[C:2]([Cl:1])[CH:3]=[C:4]([O:9][CH3:10])[C:5]=1[OH:8])[CH:14]=[CH2:13], predict the reactants needed to synthesize it. The reactants are: [Cl:1][C:2]1[CH:7]=[CH:6][C:5]([OH:8])=[C:4]([O:9][CH3:10])[CH:3]=1.[H-].[Na+].[CH2:13](Br)[CH:14]=[CH2:15].C(OCC=C)C=C.C1(C)C=C(C)C=C(C)C=1. (2) The reactants are: F[C:2]1[CH:3]=[C:4]([C:11]2[N:15]([CH3:16])[C:14]([CH3:17])=[N:13][CH:12]=2)[CH:5]=[C:6]([N+:8]([O-:10])=[O:9])[CH:7]=1.[CH3:18][O-:19].[Na+].O. Given the product [CH3:18][O:19][C:2]1[CH:7]=[C:6]([N+:8]([O-:10])=[O:9])[CH:5]=[C:4]([C:11]2[N:15]([CH3:16])[C:14]([CH3:17])=[N:13][CH:12]=2)[CH:3]=1, predict the reactants needed to synthesize it.